This data is from Forward reaction prediction with 1.9M reactions from USPTO patents (1976-2016). The task is: Predict the product of the given reaction. (1) Given the reactants [CH2:1]([O:8][C:9]1[CH:10]=[C:11]([CH:32]=[C:33]([O:35][Si](C(C)(C)C)(C)C)[CH:34]=1)[CH2:12][C@@H:13]([C:22]([O:24][CH2:25][C:26]1[CH:31]=[CH:30][CH:29]=[CH:28][CH:27]=1)=[O:23])[NH:14][C:15]([O:17][C:18]([CH3:21])([CH3:20])[CH3:19])=[O:16])[C:2]1[CH:7]=[CH:6][CH:5]=[CH:4][CH:3]=1.[F-].C([N+](CCCC)(CCCC)CCCC)CCC, predict the reaction product. The product is: [CH2:1]([O:8][C:9]1[CH:10]=[C:11]([CH:32]=[C:33]([OH:35])[CH:34]=1)[CH2:12][C@@H:13]([C:22]([O:24][CH2:25][C:26]1[CH:31]=[CH:30][CH:29]=[CH:28][CH:27]=1)=[O:23])[NH:14][C:15]([O:17][C:18]([CH3:21])([CH3:20])[CH3:19])=[O:16])[C:2]1[CH:7]=[CH:6][CH:5]=[CH:4][CH:3]=1. (2) The product is: [Cl:12][C:13]1[CH:20]=[CH:19][CH:18]=[CH:17][C:14]=1[CH2:15][CH2:8][C:3]1[CH2:4][CH2:5][CH2:6][N:2]=1. Given the reactants C[N:2]1[CH2:6][CH2:5][CH:4]=[CH:3]1.[Li][CH2:8]CCC.[Cl:12][C:13]1[CH:20]=[CH:19][CH:18]=[CH:17][C:14]=1[CH2:15]Br.O, predict the reaction product.